Dataset: Forward reaction prediction with 1.9M reactions from USPTO patents (1976-2016). Task: Predict the product of the given reaction. Given the reactants [N:1]1([C:6]2[CH:12]=[CH:11][C:9]([NH2:10])=[CH:8][CH:7]=2)[CH:5]=[N:4][CH:3]=[N:2]1.[C:13](O[C:13]([O:15][C:16]([CH3:19])([CH3:18])[CH3:17])=[O:14])([O:15][C:16]([CH3:19])([CH3:18])[CH3:17])=[O:14], predict the reaction product. The product is: [N:1]1([C:6]2[CH:12]=[CH:11][C:9]([NH:10][C:13](=[O:14])[O:15][C:16]([CH3:19])([CH3:18])[CH3:17])=[CH:8][CH:7]=2)[CH:5]=[N:4][CH:3]=[N:2]1.